From a dataset of Peptide-MHC class I binding affinity with 185,985 pairs from IEDB/IMGT. Regression. Given a peptide amino acid sequence and an MHC pseudo amino acid sequence, predict their binding affinity value. This is MHC class I binding data. (1) The peptide sequence is EVAQRAYR. The MHC is HLA-B40:01 with pseudo-sequence HLA-B40:01. The binding affinity (normalized) is 0. (2) The peptide sequence is LEFNSSLAI. The MHC is HLA-A25:01 with pseudo-sequence HLA-A25:01. The binding affinity (normalized) is 0.0847. (3) The peptide sequence is LNVSYLCHL. The MHC is HLA-A02:06 with pseudo-sequence HLA-A02:06. The binding affinity (normalized) is 0.120. (4) The peptide sequence is RAIEAQQHL. The MHC is HLA-B27:05 with pseudo-sequence HLA-B27:05. The binding affinity (normalized) is 0.193. (5) The peptide sequence is IMDEPTSSL. The MHC is HLA-A03:01 with pseudo-sequence HLA-A03:01. The binding affinity (normalized) is 0.0847. (6) The MHC is HLA-A02:06 with pseudo-sequence HLA-A02:06. The peptide sequence is ELTSNCTRTT. The binding affinity (normalized) is 0.200. (7) The peptide sequence is RRWRRRWQQ. The MHC is Mamu-B08 with pseudo-sequence Mamu-B08. The binding affinity (normalized) is 0.640.